The task is: Regression. Given two drug SMILES strings and cell line genomic features, predict the synergy score measuring deviation from expected non-interaction effect.. This data is from NCI-60 drug combinations with 297,098 pairs across 59 cell lines. (1) Drug 1: C1=CC(=C2C(=C1NCCNCCO)C(=O)C3=C(C=CC(=C3C2=O)O)O)NCCNCCO. Drug 2: C1=NC2=C(N=C(N=C2N1C3C(C(C(O3)CO)O)O)F)N. Cell line: K-562. Synergy scores: CSS=50.1, Synergy_ZIP=-0.487, Synergy_Bliss=0.452, Synergy_Loewe=-31.1, Synergy_HSA=2.03. (2) Drug 1: C1=CC(=C2C(=C1NCCNCCO)C(=O)C3=C(C=CC(=C3C2=O)O)O)NCCNCCO. Drug 2: C1=CC(=CC=C1C#N)C(C2=CC=C(C=C2)C#N)N3C=NC=N3. Cell line: DU-145. Synergy scores: CSS=64.5, Synergy_ZIP=3.45, Synergy_Bliss=4.03, Synergy_Loewe=-33.3, Synergy_HSA=4.60. (3) Drug 1: C1CCC(CC1)NC(=O)N(CCCl)N=O. Drug 2: C1=CN(C(=O)N=C1N)C2C(C(C(O2)CO)O)O.Cl. Cell line: NCI-H226. Synergy scores: CSS=17.1, Synergy_ZIP=-4.17, Synergy_Bliss=2.81, Synergy_Loewe=2.07, Synergy_HSA=4.47. (4) Drug 1: CN1C(=O)N2C=NC(=C2N=N1)C(=O)N. Drug 2: C1CC(=O)NC(=O)C1N2C(=O)C3=CC=CC=C3C2=O. Cell line: SR. Synergy scores: CSS=27.0, Synergy_ZIP=-1.17, Synergy_Bliss=1.54, Synergy_Loewe=-8.21, Synergy_HSA=1.97. (5) Drug 1: COC1=CC(=CC(=C1O)OC)C2C3C(COC3=O)C(C4=CC5=C(C=C24)OCO5)OC6C(C(C7C(O6)COC(O7)C8=CC=CS8)O)O. Drug 2: CC1=C(C=C(C=C1)C(=O)NC2=CC(=CC(=C2)C(F)(F)F)N3C=C(N=C3)C)NC4=NC=CC(=N4)C5=CN=CC=C5. Cell line: BT-549. Synergy scores: CSS=28.2, Synergy_ZIP=5.55, Synergy_Bliss=5.46, Synergy_Loewe=-12.9, Synergy_HSA=0.795. (6) Drug 1: CCCS(=O)(=O)NC1=C(C(=C(C=C1)F)C(=O)C2=CNC3=C2C=C(C=N3)C4=CC=C(C=C4)Cl)F. Drug 2: C1=CN(C=N1)CC(O)(P(=O)(O)O)P(=O)(O)O. Cell line: SF-539. Synergy scores: CSS=11.4, Synergy_ZIP=-1.35, Synergy_Bliss=2.90, Synergy_Loewe=1.82, Synergy_HSA=3.66. (7) Drug 1: C1=NC(=NC(=O)N1C2C(C(C(O2)CO)O)O)N. Drug 2: CC12CCC3C(C1CCC2OP(=O)(O)O)CCC4=C3C=CC(=C4)OC(=O)N(CCCl)CCCl.[Na+]. Cell line: OVCAR-5. Synergy scores: CSS=45.7, Synergy_ZIP=-13.0, Synergy_Bliss=-4.83, Synergy_Loewe=-2.52, Synergy_HSA=-0.0579.